Dataset: Full USPTO retrosynthesis dataset with 1.9M reactions from patents (1976-2016). Task: Predict the reactants needed to synthesize the given product. (1) Given the product [C:87]([NH:86][C:81]1[CH:82]=[CH:83][CH:84]=[C:85]2[C:80]=1[C:79]([S:90](=[O:133])(=[O:131])[NH:9][C:1]1[CH:18]=[CH:19][C:14]([Cl:13])=[CH:15][CH:16]=1)=[C:78]([CH3:98])[N:77]2[CH2:76][C:75]([OH:74])=[O:99])(=[O:89])[CH3:88], predict the reactants needed to synthesize it. The reactants are: [C:1]1([N:9](Cl)C(=O)N(Cl)C(=O)N1Cl)=O.[Cl:13][C:14]1[CH:19]=[CH:18]C(SSC2C=CC(Cl)=CC=2)=[CH:16][CH:15]=1.C(OC(=O)CN1C2C(=C(NC(=O)C)C=CC=2)C=C1C)C.C(OC(=O)CN1C2C(=C(N(C(=O)C)C(=O)C)C=CC=2)C=C1C)C.C([O:74][C:75](=[O:99])[CH2:76][N:77]1[C:85]2[C:80](=[C:81]([NH:86][C:87](=[O:89])[CH3:88])[CH:82]=[CH:83][CH:84]=2)[C:79]([S:90]C2C=CC(Cl)=CC=2)=[C:78]1[CH3:98])C.C(OC(=O)CN1C2C(=C(N(C(=O)C)C(=O)C)C=CC=2)C(SC2C=CC(Cl)=CC=2)=C1C)C.[OH-:131].[Na+].[OH2:133]. (2) Given the product [CH:9]1([C:7]2[O:8][C:4]3[C:5](=[C:12]([C:15]#[N:16])[C:13]([CH3:14])=[C:2]([C:23]4[CH:28]=[N:27][CH:26]=[CH:25][N:24]=4)[C:3]=3[F:17])[N:6]=2)[CH2:11][CH2:10]1, predict the reactants needed to synthesize it. The reactants are: Br[C:2]1[C:3]([F:17])=[C:4]2[O:8][C:7]([CH:9]3[CH2:11][CH2:10]3)=[N:6][C:5]2=[C:12]([C:15]#[N:16])[C:13]=1[CH3:14].C([Sn](CCCC)(CCCC)[C:23]1[CH:28]=[N:27][CH:26]=[CH:25][N:24]=1)CCC. (3) Given the product [CH2:17]([O:10][C:9](=[O:11])[CH2:8][C:6]1[CH:5]=[CH:4][CH:3]=[C:2]([Br:1])[N:7]=1)[CH3:18], predict the reactants needed to synthesize it. The reactants are: [Br:1][C:2]1[N:7]=[C:6]([CH2:8][C:9]([OH:11])=[O:10])[CH:5]=[CH:4][CH:3]=1.OS(O)(=O)=O.[CH2:17](O)[CH3:18]. (4) Given the product [Si:1]([O:8][C@H:9]1[CH2:18][C:17]([CH3:20])([CH3:19])[CH2:16][C:15]2[N:14]=[C:13]([CH:21]3[CH2:26][CH2:25][O:24][CH2:23][CH2:22]3)[C:12]([C:27]([O:29][CH2:30][CH3:31])=[O:28])=[C:11]([C:36]3[CH2:37][CH2:38][O:33][CH2:34][CH:35]=3)[C:10]1=2)([C:4]([CH3:7])([CH3:6])[CH3:5])([CH3:3])[CH3:2], predict the reactants needed to synthesize it. The reactants are: [Si:1]([O:8][C@H:9]1[CH2:18][C:17]([CH3:20])([CH3:19])[CH2:16][C:15]2[N:14]=[C:13]([CH:21]3[CH2:26][CH2:25][O:24][CH2:23][CH2:22]3)[C:12]([C:27]([O:29][CH2:30][CH3:31])=[O:28])=[C:11](I)[C:10]1=2)([C:4]([CH3:7])([CH3:6])[CH3:5])([CH3:3])[CH3:2].[O:33]1[CH2:38][CH:37]=[C:36](B2OC(C)(C)C(C)(C)O2)[CH2:35][CH2:34]1.C(=O)([O-])[O-].[Cs+].[Cs+].[F-].[Cs+]. (5) Given the product [O:29]1[CH2:28][CH:27]1[CH2:25][N:4]1[CH2:5][CH2:6][CH2:7][N:1]([C:8]2[N:9]([C:19]3[CH:24]=[CH:23][CH:22]=[CH:21][CH:20]=3)[C:10]3[C:15]([C:16]=2[CH:17]=[O:18])=[CH:14][CH:13]=[CH:12][CH:11]=3)[CH2:2][CH2:3]1, predict the reactants needed to synthesize it. The reactants are: [N:1]1([C:8]2[N:9]([C:19]3[CH:24]=[CH:23][CH:22]=[CH:21][CH:20]=3)[C:10]3[C:15]([C:16]=2[CH:17]=[O:18])=[CH:14][CH:13]=[CH:12][CH:11]=3)[CH2:7][CH2:6][CH2:5][NH:4][CH2:3][CH2:2]1.[CH2:25]([CH:27]1[O:29][CH2:28]1)Br.C(=O)([O-])[O-].[K+].[K+]. (6) Given the product [C:20]([O:19][C:17]([NH:16][C@H:46]1[CH2:47][C@@H:42]([O:41][Si:34]([C:37]([CH3:39])([CH3:38])[CH3:40])([CH3:36])[CH3:35])[CH2:43][N:44]([C:49]([O:51][CH2:52][C:53]2[CH:54]=[CH:55][CH:56]=[CH:57][CH:58]=2)=[O:50])[CH2:45]1)=[O:18])([CH3:23])([CH3:22])[CH3:21], predict the reactants needed to synthesize it. The reactants are: C(O[C@H]1C[C@H]([NH:16][C:17]([O:19][C:20]([CH3:23])([CH3:22])[CH3:21])=[O:18])CN(C(OCC2C=CC=CC=2)=O)C1)(=O)C1C=CC=CC=1.[Si:34]([O:41][C@@H:42]1[CH2:47][C@@H:46](O)[CH2:45][N:44]([C:49]([O:51][CH2:52][C:53]2[CH:58]=[CH:57][CH:56]=[CH:55][CH:54]=2)=[O:50])[CH2:43]1)([C:37]([CH3:40])([CH3:39])[CH3:38])([CH3:36])[CH3:35]. (7) Given the product [CH3:13][C:9]([NH:8][C:6](=[O:7])[O:5][C:1]([CH3:2])([CH3:3])[CH3:4])([CH3:14])[C:10](=[O:12])[NH:30][CH2:29][C:28]([F:32])([F:31])[F:27], predict the reactants needed to synthesize it. The reactants are: [C:1]([O:5][C:6]([NH:8][C:9]([CH3:14])([CH3:13])[C:10]([OH:12])=O)=[O:7])([CH3:4])([CH3:3])[CH3:2].CCN=C=NCCCN(C)C.Cl.[F:27][C:28]([F:32])([F:31])[CH2:29][NH2:30].